This data is from Catalyst prediction with 721,799 reactions and 888 catalyst types from USPTO. The task is: Predict which catalyst facilitates the given reaction. (1) Reactant: [OH:1][C@@H:2]([CH3:29])[CH2:3][CH2:4][CH2:5][CH2:6][N:7]1[C:16](=[O:17])[C:15]2[N:14]([CH2:18][C:19]3[CH:24]=[CH:23][CH:22]=[CH:21][CH:20]=3)[C:13]([CH2:25][NH:26][CH3:27])=[N:12][C:11]=2[N:10]([CH3:28])[C:8]1=[O:9].C(N(CC)CC)C.[C:45](O[C:45]([O:47][C:48]([CH3:51])([CH3:50])[CH3:49])=[O:46])([O:47][C:48]([CH3:51])([CH3:50])[CH3:49])=[O:46]. Product: [OH:1][C@@H:2]([CH3:29])[CH2:3][CH2:4][CH2:5][CH2:6][N:7]1[C:16](=[O:17])[C:15]2[N:14]([CH2:18][C:19]3[CH:20]=[CH:21][CH:22]=[CH:23][CH:24]=3)[C:13]([CH2:25][N:26]([CH3:27])[C:45]([O:47][C:48]([CH3:49])([CH3:50])[CH3:51])=[O:46])=[N:12][C:11]=2[N:10]([CH3:28])[C:8]1=[O:9]. The catalyst class is: 5. (2) Reactant: C[Si]([N-][Si](C)(C)C)(C)C.[K+].C1OCCOCCOCCOCCOCCOC1.[C:29]([O:33][C:34](=[O:52])[CH2:35]P(OC1C=CC=CC=1)(OC1C=CC=CC=1)=O)([CH3:32])([CH3:31])[CH3:30].[S:53]1[C:57]([CH:58]=O)=[CH:56][C:55]2[CH:60]=[CH:61][CH:62]=[CH:63][C:54]1=2. Product: [C:29]([O:33][C:34](=[O:52])[CH:35]=[CH:58][C:57]1[S:53][C:54]2[CH:63]=[CH:62][CH:61]=[CH:60][C:55]=2[CH:56]=1)([CH3:32])([CH3:31])[CH3:30]. The catalyst class is: 1.